Dataset: Full USPTO retrosynthesis dataset with 1.9M reactions from patents (1976-2016). Task: Predict the reactants needed to synthesize the given product. (1) Given the product [CH3:46][N:35]([C:32]1[CH:33]=[CH:34][C:29]([NH:28]/[C:17](/[C:18]2[CH:23]=[CH:22][CH:21]=[CH:20][CH:19]=2)=[C:6]2\[C:5](=[O:27])[NH:4][C:8]3[C:7]\2=[CH:12][CH:11]=[C:10]([C:13]([O:15][CH3:16])=[O:14])[N:9]=3)=[CH:30][CH:31]=1)[C:36](=[O:45])[CH2:37][N:38]1[CH2:43][CH2:42][N:41]([CH3:44])[CH2:40][CH2:39]1, predict the reactants needed to synthesize it. The reactants are: C([N:4]1[C:8]2=[N:9][C:10]([C:13]([O:15][CH3:16])=[O:14])=[CH:11][CH:12]=[C:7]2/[C:6](=[C:17](\OCC)/[C:18]2[CH:23]=[CH:22][CH:21]=[CH:20][CH:19]=2)/[C:5]1=[O:27])(=O)C.[NH2:28][C:29]1[CH:34]=[CH:33][C:32]([N:35]([CH3:46])[C:36](=[O:45])[CH2:37][N:38]2[CH2:43][CH2:42][N:41]([CH3:44])[CH2:40][CH2:39]2)=[CH:31][CH:30]=1.N1CCCCC1. (2) Given the product [ClH:19].[Cl:20][C:15]1[CH:14]=[C:13]([CH:12]2[O:11][CH2:10][CH2:9][NH:8][CH2:7][CH:6]2[CH2:5][NH:4][C:1](=[O:3])[CH3:2])[CH:18]=[CH:17][C:16]=1[Cl:19], predict the reactants needed to synthesize it. The reactants are: [C:1]([NH:4][CH2:5][CH:6]1[CH:12]([C:13]2[CH:18]=[CH:17][C:16]([Cl:19])=[C:15]([Cl:20])[CH:14]=2)[O:11][CH2:10][CH2:9][N:8](C(OC(C)(C)C)=O)[CH2:7]1)(=[O:3])[CH3:2].C(OCC)(=O)C.Cl. (3) Given the product [C:14]([NH:13][CH2:12][CH2:11][C:5]1[CH:6]=[CH:7][C:8]([O:9][CH3:10])=[C:3]([NH:2][C:25](=[O:26])[CH2:24][C:23](=[O:27])[CH3:22])[CH:4]=1)(=[O:16])[CH3:15], predict the reactants needed to synthesize it. The reactants are: Cl.[NH2:2][C:3]1[CH:4]=[C:5]([CH2:11][CH2:12][NH:13][C:14](=[O:16])[CH3:15])[CH:6]=[CH:7][C:8]=1[O:9][CH3:10].CN(C)C=O.[CH2:22]=[C:23]1[O:27][C:25](=[O:26])[CH2:24]1.C(N(CC)CC)C. (4) Given the product [OH:14][CH:13]([C:7]1[CH:12]=[CH:11][CH:10]=[CH:9][N:8]=1)[C:15]1[CH:16]=[CH:17][C:18]([NH:21][C:22](=[O:24])[CH3:23])=[CH:19][CH:20]=1, predict the reactants needed to synthesize it. The reactants are: C([Li])CCC.Br[C:7]1[CH:12]=[CH:11][CH:10]=[CH:9][N:8]=1.[CH:13]([C:15]1[CH:20]=[CH:19][C:18]([NH:21][C:22](=[O:24])[CH3:23])=[CH:17][CH:16]=1)=[O:14]. (5) The reactants are: [Cl:1][C:2]1[CH:7]=[CH:6][C:5]([C:8]2[CH:13]=[N:12][N:11]3[C:14](=[O:17])[NH:15][N:16]=[C:10]3[C:9]=2[C:18]2[CH:23]=[CH:22][N:21]=[CH:20][CH:19]=2)=[CH:4][CH:3]=1.C([O-])([O-])=O.[K+].[K+].[Cl:30][C:31]1[CH:36]=[CH:35][C:34]([CH2:37]Cl)=[CH:33][N:32]=1. Given the product [Cl:1][C:2]1[CH:7]=[CH:6][C:5]([C:8]2[CH:13]=[N:12][N:11]3[C:14](=[O:17])[N:15]([CH2:37][C:34]4[CH:33]=[N:32][C:31]([Cl:30])=[CH:36][CH:35]=4)[N:16]=[C:10]3[C:9]=2[C:18]2[CH:23]=[CH:22][N:21]=[CH:20][CH:19]=2)=[CH:4][CH:3]=1, predict the reactants needed to synthesize it. (6) Given the product [CH3:14][O:15][C:16](=[O:26])[C:17]1[CH:22]=[C:21]([CH:23]([C:10]2[CH:9]=[CH:8][C:7]([Br:6])=[CH:12][N:11]=2)[OH:24])[CH:20]=[CH:19][C:18]=1[F:25], predict the reactants needed to synthesize it. The reactants are: C([Mg]Cl)(C)C.[Br:6][C:7]1[CH:8]=[CH:9][C:10](I)=[N:11][CH:12]=1.[CH3:14][O:15][C:16](=[O:26])[C:17]1[CH:22]=[C:21]([CH:23]=[O:24])[CH:20]=[CH:19][C:18]=1[F:25]. (7) Given the product [C:31]([O:35][C:36]([C:38]1[C:39]([C:44]2[CH:49]=[CH:48][C:47]([CH2:50][N:19]3[C:18]4[CH:25]=[C:14]([C:12]5[N:11]([CH3:27])[C:10]6[CH:28]=[C:6]([N:4]([CH2:3][CH2:2][OH:1])[CH3:5])[CH:7]=[CH:8][C:9]=6[N:13]=5)[CH:15]=[C:16]([CH3:26])[C:17]=4[N:21]=[C:20]3[CH2:22][CH2:23][CH3:24])=[CH:46][CH:45]=2)=[CH:40][CH:41]=[CH:42][CH:43]=1)=[O:37])([CH3:34])([CH3:33])[CH3:32], predict the reactants needed to synthesize it. The reactants are: [OH:1][CH2:2][CH2:3][N:4]([C:6]1[CH:7]=[CH:8][C:9]2[N:13]=[C:12]([C:14]3[CH:15]=[C:16]([CH3:26])[C:17]4[N:21]=[C:20]([CH2:22][CH2:23][CH3:24])[NH:19][C:18]=4[CH:25]=3)[N:11]([CH3:27])[C:10]=2[CH:28]=1)[CH3:5].[H-].[Na+].[C:31]([O:35][C:36]([C:38]1[C:39]([C:44]2[CH:49]=[CH:48][C:47]([CH2:50]Br)=[CH:46][CH:45]=2)=[CH:40][CH:41]=[CH:42][CH:43]=1)=[O:37])([CH3:34])([CH3:33])[CH3:32].C(=O)([O-])[O-].[K+].[K+]. (8) Given the product [Br:1][C:2]1[N:3]=[C:4]([Cl:11])[CH:5]=[C:6]2[CH:15]=[CH:14][NH:8][C:7]=12, predict the reactants needed to synthesize it. The reactants are: [Br:1][C:2]1[C:7]([N+:8]([O-])=O)=[CH:6][CH:5]=[C:4]([Cl:11])[N:3]=1.Br[Mg][CH:14]=[CH2:15].